From a dataset of Reaction yield outcomes from USPTO patents with 853,638 reactions. Predict the reaction yield, written as a fraction of the theoretical maximum amount of product (1.0 means a 100% yield; for example, 0.34 means a 34% yield). (1) The reactants are Br[C:2]1[C:7]2=[N:8][C:9]([CH3:12])=[CH:10][N:11]=[C:6]2[CH:5]=[N:4][CH:3]=1.[Cl:13][C:14]1[CH:19]=[CH:18][C:17](B(O)O)=[CH:16][CH:15]=1.C(=O)([O-])[O-].[Cs+].[Cs+].O1CCOCC1. The catalyst is C1(P([C-]2C=CC=C2)C2C=CC=CC=2)C=CC=CC=1.[C-]1(P(C2C=CC=CC=2)C2C=CC=CC=2)C=CC=C1.[Fe+2].[Pd](Cl)Cl.O. The product is [Cl:13][C:14]1[CH:19]=[CH:18][C:17]([C:2]2[C:7]3=[N:8][C:9]([CH3:12])=[CH:10][N:11]=[C:6]3[CH:5]=[N:4][CH:3]=2)=[CH:16][CH:15]=1. The yield is 0.920. (2) The reactants are CC(OI1(OC(C)=O)(OC(C)=O)OC(=O)C2C=CC=CC1=2)=O.[CH3:23][O:24][CH2:25][O:26][C:27]1[CH:28]=[N:29][CH:30]=[CH:31][C:32]=1[CH:33]([OH:35])[CH3:34].C([O-])(O)=O.[Na+].[O-]S([O-])(=S)=O.[Na+].[Na+]. The catalyst is C(Cl)(Cl)Cl. The product is [CH3:23][O:24][CH2:25][O:26][C:27]1[CH:28]=[N:29][CH:30]=[CH:31][C:32]=1[C:33](=[O:35])[CH3:34]. The yield is 0.860. (3) The reactants are N12CCN(CC1)CC2.[SH:9][C:10]1[CH:11]=[N:12][C:13]2[C:18]([C:19]=1[CH2:20][OH:21])=[CH:17][C:16]([O:22][CH3:23])=[CH:15][CH:14]=2.[CH2:24]([O:26][C:27](=[O:30])[CH:28]=[CH2:29])[CH3:25]. No catalyst specified. The product is [CH2:24]([O:26][C:27]([CH:28]1[CH:20]([OH:21])[C:19]2[C:18]3[C:13](=[CH:14][CH:15]=[C:16]([O:22][CH3:23])[CH:17]=3)[N:12]=[CH:11][C:10]=2[S:9][CH2:29]1)=[O:30])[CH3:25]. The yield is 0.995. (4) The reactants are O=P(Cl)(Cl)[Cl:3].[CH3:6][C@H:7]1[C:15]2[C:14](O)=[N:13][CH:12]=[N:11][C:10]=2[CH2:9][CH2:8]1.C([O-])(O)=O.[Na+]. The catalyst is ClCCCl. The product is [Cl:3][C:14]1[C:15]2[C@H:7]([CH3:6])[CH2:8][CH2:9][C:10]=2[N:11]=[CH:12][N:13]=1. The yield is 0.611. (5) The reactants are N(C(OCC)=O)=NC(OCC)=O.[CH3:13][C:14]1[CH:15]=[CH:16][C:17]2[N:18]([CH3:35])[C:19](=[O:34])[C:20]3[CH:30]=[C:29]([CH2:31][CH2:32][OH:33])[CH:28]=[N:27][C:21]=3[N:22]([CH2:25][CH3:26])[C:23]=2[N:24]=1.O[C:37]1[C:46]2[C:41](=[CH:42][CH:43]=[CH:44][CH:45]=2)[N:40]=[CH:39][CH:38]=1.C1C=CC(P(C2C=CC=CC=2)C2C=CC=CC=2)=CC=1. The catalyst is C1COCC1.CCOC(C)=O.CO. The product is [CH3:13][C:14]1[CH:15]=[CH:16][C:17]2[N:18]([CH3:35])[C:19](=[O:34])[C:20]3[CH:30]=[C:29]([CH2:31][CH2:32][O:33][C:37]4[C:46]5[C:41](=[CH:42][CH:43]=[CH:44][CH:45]=5)[N:40]=[CH:39][CH:38]=4)[CH:28]=[N:27][C:21]=3[N:22]([CH2:25][CH3:26])[C:23]=2[N:24]=1. The yield is 0.370. (6) The reactants are [CH:1](=[C:8]1[NH:12][C:11](=[O:13])[C:10]([N:14]=[O:15])=[C:9]1OC)[C:2]1[CH:7]=[CH:6][CH:5]=[CH:4][CH:3]=1.[CH2:18]([NH2:25])[C:19]1[CH:24]=[CH:23][CH:22]=[CH:21][CH:20]=1. The catalyst is CO. The product is [CH2:18]([NH:25][C:9]1[C:8](=[CH:1][C:2]2[CH:7]=[CH:6][CH:5]=[CH:4][CH:3]=2)[NH:12][C:11](=[O:13])[C:10]=1[N:14]=[O:15])[C:19]1[CH:24]=[CH:23][CH:22]=[CH:21][CH:20]=1. The yield is 0.600. (7) The reactants are [Cl:1][C:2]1[C:10]2[C:9]([CH3:11])=[CH:8][C:7](=[O:12])[NH:6][C:5]=2[N:4]([CH3:13])[N:3]=1.CCN(C(C)C)C(C)C.Br[CH2:24][C:25]([O:27][CH2:28][CH3:29])=[O:26]. The catalyst is CN(C=O)C. The product is [Cl:1][C:2]1[C:10]2[C:5](=[N:6][C:7]([O:12][CH2:24][C:25]([O:27][CH2:28][CH3:29])=[O:26])=[CH:8][C:9]=2[CH3:11])[N:4]([CH3:13])[N:3]=1. The yield is 0.640. (8) The product is [O:9]1[C:10]2([CH2:16][CH2:15][CH2:14][N:13]([C:17]([O:19][C:20]([CH3:23])([CH3:22])[CH3:21])=[O:18])[CH2:12][CH2:11]2)[CH2:2]1. The catalyst is CS(C)=O. The yield is 0.950. The reactants are [I-].[CH3:2][S+](C)(C)=O.[H-].[Na+].[O:9]=[C:10]1[CH2:16][CH2:15][CH2:14][N:13]([C:17]([O:19][C:20]([CH3:23])([CH3:22])[CH3:21])=[O:18])[CH2:12][CH2:11]1.O. (9) The reactants are [CH:1]1([C:4]([CH:26]2[CH2:28][CH2:27]2)([C:6]2[S:7][C:8]([C:11]3[CH:16]=[C:15]([N+:17]([O-])=O)[CH:14]=[C:13]([N:20]4[CH2:25][CH2:24][O:23][CH2:22][CH2:21]4)[CH:12]=3)=[CH:9][N:10]=2)[OH:5])[CH2:3][CH2:2]1.C(O)(=O)C. The catalyst is C(OCC)(=O)C.[Pd]. The product is [NH2:17][C:15]1[CH:16]=[C:11]([C:8]2[S:7][C:6]([C:4]([CH:1]3[CH2:2][CH2:3]3)([CH:26]3[CH2:28][CH2:27]3)[OH:5])=[N:10][CH:9]=2)[CH:12]=[C:13]([N:20]2[CH2:25][CH2:24][O:23][CH2:22][CH2:21]2)[CH:14]=1. The yield is 1.00. (10) The reactants are [S:1]1[CH:5]=[CH:4][N:3]=[C:2]1[C:6]1([OH:16])[CH2:15][CH2:14][C:9]2([O:13][CH2:12][CH2:11][O:10]2)[CH2:8][CH2:7]1.C1C(=O)N([Br:24])C(=O)C1.O.[O-]S([O-])=O.[Na+].[Na+]. The catalyst is CN(C=O)C. The product is [Br:24][C:5]1[S:1][C:2]([C:6]2([OH:16])[CH2:7][CH2:8][C:9]3([O:13][CH2:12][CH2:11][O:10]3)[CH2:14][CH2:15]2)=[N:3][CH:4]=1. The yield is 0.850.